This data is from Reaction yield outcomes from USPTO patents with 853,638 reactions. The task is: Predict the reaction yield, written as a fraction of the theoretical maximum amount of product (1.0 means a 100% yield; for example, 0.34 means a 34% yield). (1) The reactants are [CH2:1]([O:3][P:4]([C:9]1[CH:14]=[CH:13][C:12]([O:15][C:16]2[CH:21]=[CH:20][CH:19]=[CH:18][C:17]=2[NH2:22])=[CH:11][CH:10]=1)(=[O:8])[O:5][CH2:6][CH3:7])[CH3:2].[N+:23]([C:26]1[CH:27]=[C:28]([CH:32]=[CH:33][CH:34]=1)[C:29](Cl)=[O:30])([O-:25])=[O:24]. The catalyst is CC(C)=O. The product is [CH2:6]([O:5][P:4]([C:9]1[CH:14]=[CH:13][C:12]([O:15][C:16]2[CH:21]=[CH:20][CH:19]=[CH:18][C:17]=2[NH:22][C:29](=[O:30])[C:28]2[CH:32]=[CH:33][CH:34]=[C:26]([N+:23]([O-:25])=[O:24])[CH:27]=2)=[CH:11][CH:10]=1)(=[O:8])[O:3][CH2:1][CH3:2])[CH3:7]. The yield is 0.500. (2) The reactants are [F:1][CH:2]([F:40])[C:3]1[CH:12]=[C:11]2[C:6]([CH2:7][CH2:8][CH2:9][N:10]2[C:13]2[C:17]3[CH2:18][N:19]([C:22]([NH:24][CH3:25])=[O:23])[CH2:20][CH2:21][C:16]=3[N:15](COCC[Si](C)(C)C)[N:14]=2)=[CH:5][C:4]=1[C:34]1[CH:35]=[N:36][N:37]([CH3:39])[CH:38]=1.FC(F)(F)C(O)=O. The catalyst is C(Cl)Cl. The product is [F:40][CH:2]([F:1])[C:3]1[CH:12]=[C:11]2[C:6]([CH2:7][CH2:8][CH2:9][N:10]2[C:13]2[C:17]3[CH2:18][N:19]([C:22]([NH:24][CH3:25])=[O:23])[CH2:20][CH2:21][C:16]=3[NH:15][N:14]=2)=[CH:5][C:4]=1[C:34]1[CH:35]=[N:36][N:37]([CH3:39])[CH:38]=1. The yield is 0.340. (3) The reactants are [CH3:1][O:2][C:3]1[CH:4]=[C:5]2[C:11]([C:12]([O:14][CH3:15])=[O:13])=[N:10][N:9](COCC[Si](C)(C)C)[C:6]2=[N:7][CH:8]=1.Cl. No catalyst specified. The product is [CH3:1][O:2][C:3]1[CH:4]=[C:5]2[C:11]([C:12]([O:14][CH3:15])=[O:13])=[N:10][NH:9][C:6]2=[N:7][CH:8]=1. The yield is 0.920. (4) The reactants are [N+:1]([C:4]1[CH:5]=[C:6]([CH:10]=[C:11]([C:13]([F:16])([F:15])[F:14])[CH:12]=1)[C:7]([OH:9])=[O:8])([O-:3])=[O:2].[C:17](Cl)(=O)C. The catalyst is CO. The product is [N+:1]([C:4]1[CH:5]=[C:6]([CH:10]=[C:11]([C:13]([F:14])([F:15])[F:16])[CH:12]=1)[C:7]([O:9][CH3:17])=[O:8])([O-:3])=[O:2]. The yield is 0.930. (5) The yield is 0.500. The product is [Cl:13][C:10]1[C:9]2[C:4](=[CH:5][CH:6]=[CH:7][CH:8]=2)[N:3]=[C:2]([N:33]=[C:20]([C:21]2[CH:26]=[CH:25][CH:24]=[CH:23][CH:22]=2)[C:27]2[CH:32]=[CH:31][CH:30]=[CH:29][CH:28]=2)[C:11]=1[CH3:12]. The catalyst is C1(C)C=CC=CC=1.C1C=CC(/C=C/C(/C=C/C2C=CC=CC=2)=O)=CC=1.C1C=CC(/C=C/C(/C=C/C2C=CC=CC=2)=O)=CC=1.C1C=CC(/C=C/C(/C=C/C2C=CC=CC=2)=O)=CC=1.[Pd].[Pd].C1(P(C2C=CC=CC=2)C2C=CC3C(=CC=CC=3)C=2C2C3C(=CC=CC=3)C=CC=2P(C2C=CC=CC=2)C2C=CC=CC=2)C=CC=CC=1. The reactants are Cl[C:2]1[C:11]([CH3:12])=[C:10]([Cl:13])[C:9]2[C:4](=[CH:5][CH:6]=[CH:7][CH:8]=2)[N:3]=1.CC(C)([O-])C.[Na+].[C:20](=[NH:33])([C:27]1[CH:32]=[CH:31][CH:30]=[CH:29][CH:28]=1)[C:21]1[CH:26]=[CH:25][CH:24]=[CH:23][CH:22]=1.C(OCC)C. (6) The reactants are O.C1(C)C=CC(S(O)(=O)=O)=CC=1.[CH3:13][CH:14]([OH:18])[CH:15]([OH:17])[CH3:16].[NH2:19][C:20]1[C:21]([C:27](=O)[CH3:28])=[CH:22][C:23]([Cl:26])=[N:24][CH:25]=1. The catalyst is C1(C)C=CC=CC=1.C(OCC)(=O)C. The product is [Cl:26][C:23]1[N:24]=[CH:25][C:20]([NH2:19])=[C:21]([C:27]2([CH3:28])[O:18][CH:14]([CH3:13])[CH:15]([CH3:16])[O:17]2)[CH:22]=1. The yield is 0.660. (7) The reactants are [CH:1]1([C:7](=[O:14])[CH2:8][C:9]([O:11][CH2:12][CH3:13])=[O:10])[CH2:6][CH2:5][CH2:4][CH2:3][CH2:2]1.S(Cl)([Cl:18])(=O)=O.C(=O)(O)[O-].[Na+].C(OCC)(=O)C. The catalyst is C(OCC)C. The product is [Cl:18][CH:8]([C:7]([CH:1]1[CH2:6][CH2:5][CH2:4][CH2:3][CH2:2]1)=[O:14])[C:9]([O:11][CH2:12][CH3:13])=[O:10]. The yield is 0.600. (8) The reactants are [OH:1][NH:2][C:3]([C:5]1[CH:29]=[CH:28][C:8]2[C:9]3[CH:15]=[C:14]([S:16]([NH:19][C@H:20]([CH:25]([CH3:27])[CH3:26])[C:21]([O:23][CH3:24])=[O:22])(=[O:18])=[O:17])[CH:13]=[CH:12][C:10]=3[O:11][C:7]=2[CH:6]=1)=[NH:4].[C:30](OC(=O)C)(=O)[CH3:31].O. The catalyst is C(O)(=O)C. The product is [CH3:27][CH:25]([CH3:26])[C@@H:20]([NH:19][S:16]([C:14]1[CH:13]=[CH:12][C:10]2[O:11][C:7]3[CH:6]=[C:5]([C:3]4[N:4]=[C:30]([CH3:31])[O:1][N:2]=4)[CH:29]=[CH:28][C:8]=3[C:9]=2[CH:15]=1)(=[O:18])=[O:17])[C:21]([O:23][CH3:24])=[O:22]. The yield is 0.900. (9) The reactants are C([C@H]1COC(=O)N1[C:14](=[O:25])[C@H:15]([C:17]1[CH:22]=[CH:21][CH:20]=[CH:19][C:18]=1[O:23][CH3:24])[CH3:16])C1C=CC=CC=1.[Li+].[BH4-].[OH-].[Na+].COC1C=CC=CC=1[C@H](C)CNC1C=C(C2C=NC(N3CCN(C)CC3)=CC=2)N=CN=1. The catalyst is C1COCC1.CO. The product is [CH3:24][O:23][C:18]1[CH:19]=[CH:20][CH:21]=[CH:22][C:17]=1[C@H:15]([CH3:16])[CH2:14][OH:25]. The yield is 0.954.